This data is from Full USPTO retrosynthesis dataset with 1.9M reactions from patents (1976-2016). The task is: Predict the reactants needed to synthesize the given product. (1) Given the product [F:28][C:29]1[CH:34]=[CH:33][C:32]([C:7]2[C:19]([CH:20]=[O:21])=[C:18]([CH:22]([CH3:24])[CH3:23])[CH:17]=[C:16]3[C:8]=2[C:9](=[O:25])[CH2:10][C:11]2([O:15]3)[CH2:14][CH2:13][CH2:12]2)=[CH:31][CH:30]=1, predict the reactants needed to synthesize it. The reactants are: FC(F)(F)S(O[C:7]1[C:19]([CH:20]=[O:21])=[C:18]([CH:22]([CH3:24])[CH3:23])[CH:17]=[C:16]2[C:8]=1[C:9](=[O:25])[CH2:10][C:11]1([O:15]2)[CH2:14][CH2:13][CH2:12]1)(=O)=O.[F:28][C:29]1[CH:34]=[CH:33][C:32](B(O)O)=[CH:31][CH:30]=1.P([O-])([O-])([O-])=O.[K+].[K+].[K+]. (2) Given the product [N:22]1[CH:23]=[CH:24][CH:25]=[CH:26][C:21]=1[C:20]1[O:27][C:2]2[CH2:8][CH2:7][CH2:6][N:5]([C:9]([O:11][CH2:12][C:13]3[CH:14]=[CH:15][CH:16]=[CH:17][CH:18]=3)=[O:10])[CH2:4][C:3]=2[N:19]=1, predict the reactants needed to synthesize it. The reactants are: O=[C:2]1[CH2:8][CH2:7][CH2:6][N:5]([C:9]([O:11][CH2:12][C:13]2[CH:18]=[CH:17][CH:16]=[CH:15][CH:14]=2)=[O:10])[CH2:4][CH:3]1[NH:19][C:20](=[O:27])[C:21]1[CH:26]=[CH:25][CH:24]=[CH:23][N:22]=1.P(Cl)(Cl)(Cl)(Cl)Cl. (3) Given the product [ClH:32].[C:1]([NH:4][CH2:5][CH2:6][CH2:7][S:8]([O:11][CH2:12][C:13]([CH3:24])([CH3:23])[CH2:14][NH2:15])(=[O:10])=[O:9])(=[O:3])[CH3:2], predict the reactants needed to synthesize it. The reactants are: [C:1]([NH:4][CH2:5][CH2:6][CH2:7][S:8]([O:11][CH2:12][C:13]([CH3:24])([CH3:23])[CH2:14][NH:15]C(OC(C)(C)C)=O)(=[O:10])=[O:9])(=[O:3])[CH3:2].FC(F)(F)C(O)=O.[Cl:32]CCl. (4) Given the product [O:1]=[C:2]1[N:11]([C:12]2[O:16][C:15]([C:17]([OH:19])=[O:18])=[CH:14][CH:13]=2)[C:10](=[O:21])[C:9]2[C:4](=[CH:5][CH:6]=[CH:7][CH:8]=2)[NH:3]1, predict the reactants needed to synthesize it. The reactants are: [O:1]=[C:2]1[N:11]([C:12]2[O:16][C:15]([C:17]([O:19]C)=[O:18])=[CH:14][CH:13]=2)[C:10](=[O:21])[C:9]2[C:4](=[CH:5][CH:6]=[CH:7][CH:8]=2)[NH:3]1.O.[OH-].[Li+].C1COCC1. (5) The reactants are: ClC(OCC)=O.[CH2:7]([O:14][C:15]([NH:17][C:18]1([C:21](O)=[O:22])[CH2:20][CH2:19]1)=[O:16])[C:8]1[CH:13]=[CH:12][CH:11]=[CH:10][CH:9]=1.C(N(CC)CC)C.[BH4-].[Na+]. Given the product [CH2:7]([O:14][C:15](=[O:16])[NH:17][C:18]1([CH2:21][OH:22])[CH2:20][CH2:19]1)[C:8]1[CH:9]=[CH:10][CH:11]=[CH:12][CH:13]=1, predict the reactants needed to synthesize it. (6) Given the product [OH:21][CH:20]1[CH2:19][CH2:18][CH2:17][C:16]2[C:11]1([C:7]1[CH:8]=[CH:9][CH:10]=[C:5]([O:4][CH3:3])[CH:6]=1)[CH2:12][CH2:13][C:14](=[O:23])[C:15]=2[CH3:22], predict the reactants needed to synthesize it. The reactants are: [BH4-].[Na+].[CH3:3][O:4][C:5]1[CH:6]=[C:7]([C:11]23[C:20](=[O:21])[CH2:19][CH2:18][CH2:17][C:16]2=[C:15]([CH3:22])[C:14](=[O:23])[CH2:13][CH2:12]3)[CH:8]=[CH:9][CH:10]=1.C(O)(=O)C. (7) Given the product [C:4]1(=[O:6])[O:8][C:1](=[O:7])[CH:2]=[CH:3]1.[CH2:3]([NH2:16])[CH2:2][CH3:1].[CH2:1]([NH2:16])[CH2:2][CH2:3][CH3:4].[NH:16]1[CH2:3][CH2:4][O:6][CH2:12][CH2:11]1, predict the reactants needed to synthesize it. The reactants are: [C:1]([OH:8])(=[O:7])/[CH:2]=[CH:3]\[C:4]([OH:6])=O.C1(=O)O[C:12](=O)[CH:11]=C1.[NH2:16]CC(O)=O.N[C@H](C(O)=O)CCC(O)=O.N[C@H](C(O)=O)C.N1CCC[C@H]1C(O)=O.C(O)(=O)C1C(=CC=CC=1)N.S(O)(=O)(C1C=CC(N)=CC=1)=O.NC1C=CC=C(C)C=1S(O)(=O)=O.C1C=CC2C=C(N)C=CC=2C=1.